The task is: Predict which catalyst facilitates the given reaction.. This data is from Catalyst prediction with 721,799 reactions and 888 catalyst types from USPTO. (1) Product: [N:4]1[C:5]2[CH:11]=[CH:10][C:9]([NH:12][C:13]([NH:15][C:16]3[CH:21]=[N:20][CH:19]=[CH:18][N:17]=3)=[O:14])=[CH:8][C:6]=2[N:7]=[CH:2][N:3]=1. Reactant: N[C:2]1[N:3]=[N:4][C:5]2[CH:11]=[CH:10][C:9]([NH:12][C:13]([NH:15][C:16]3[CH:21]=[N:20][CH:19]=[CH:18][N:17]=3)=[O:14])=[CH:8][C:6]=2[N:7]=1.C(ON=O)CC(C)C. The catalyst class is: 3. (2) Product: [C:1]([N:8]1[CH2:9][CH2:10][CH2:11]1)([O:3][C:4]([CH3:7])([CH3:6])[CH3:5])=[O:2]. The catalyst class is: 9. Reactant: [C:1]([N:8]1[CH2:11][CH:10](O)[CH2:9]1)([O:3][C:4]([CH3:7])([CH3:6])[CH3:5])=[O:2].C(=O)([O-])[O-].[Cs+].[Cs+].O. (3) Reactant: C(OC([NH:11][C@H:12]1[CH2:17][CH2:16][N:15]([C:18]2[CH:23]=[CH:22][N:21]=[C:20]([C:24]([O:26][CH3:27])=[O:25])[CH:19]=2)[CH2:14][C@H:13]1[O:28][CH3:29])=O)C1C=CC=CC=1.[H][H]. Product: [NH2:11][C@H:12]1[CH2:17][CH2:16][N:15]([C:18]2[CH:23]=[CH:22][N:21]=[C:20]([C:24]([O:26][CH3:27])=[O:25])[CH:19]=2)[CH2:14][C@H:13]1[O:28][CH3:29]. The catalyst class is: 178.